Task: Predict the reaction yield, written as a fraction of the theoretical maximum amount of product (1.0 means a 100% yield; for example, 0.34 means a 34% yield).. Dataset: Reaction yield outcomes from USPTO patents with 853,638 reactions (1) The yield is 0.800. The product is [Br:1][C:2]1[C:3]([CH3:13])=[N:4][C:5]([C:8]2[N:12]=[CH:11][N:10]([CH:15]3[CH2:16][CH2:17][CH2:18][CH2:19][O:14]3)[N:9]=2)=[CH:6][CH:7]=1. The reactants are [Br:1][C:2]1[C:3]([CH3:13])=[N:4][C:5]([C:8]2[NH:12][CH:11]=[N:10][N:9]=2)=[CH:6][CH:7]=1.[O:14]1[CH:19]=[CH:18][CH2:17][CH2:16][CH2:15]1.CS(O)(=O)=O.C(N(CC)CC)C. The catalyst is O1CCCC1. (2) The reactants are [NH2:1][CH:2]1[CH2:8][CH2:7][CH2:6][CH2:5][NH:4][C:3]1=[O:9].[OH-].[Na+].[C:12]([C:14]1[CH:15]=[C:16]([S:20](Cl)(=[O:22])=[O:21])[CH:17]=[CH:18][CH:19]=1)#[N:13].C(OC(C)C)(C)C. The catalyst is O1CCCC1. The product is [C:12]([C:14]1[CH:15]=[C:16]([S:20]([NH:1][CH:2]2[CH2:8][CH2:7][CH2:6][CH2:5][NH:4][C:3]2=[O:9])(=[O:22])=[O:21])[CH:17]=[CH:18][CH:19]=1)#[N:13]. The yield is 0.620. (3) The reactants are [CH3:1][O:2][C:3]1[CH:4]=[C:5]([C:11]([C@@H:13]2[C@:22]3([CH3:23])[C@H:17]([C:18]([CH3:25])([CH3:24])[CH2:19][CH2:20][CH2:21]3)[CH2:16][C@@H:15]([NH2:26])[C@H:14]2[CH3:27])=[O:12])[CH:6]=[C:7]([O:9][CH3:10])[CH:8]=1.F[P-](F)(F)(F)(F)F.N1(O[P+](N2CCCC2)(N2CCCC2)N2CCCC2)C2C=CC=CC=2N=N1.[CH3:61][C:62]1[CH:63]=[CH:64][C:65]([C:68](O)=[O:69])=[CH:66][CH:67]=1.C(N(CC)C(C)C)(C)C. The catalyst is CCOC(C)=O.CN(C=O)C. The product is [CH3:10][O:9][C:7]1[CH:6]=[C:5]([C:11]([C@@H:13]2[C@:22]3([CH3:23])[C@H:17]([C:18]([CH3:25])([CH3:24])[CH2:19][CH2:20][CH2:21]3)[CH2:16][C@@H:15]([NH:26][C:68](=[O:69])[C:65]3[CH:66]=[CH:67][C:62]([CH3:61])=[CH:63][CH:64]=3)[C@H:14]2[CH3:27])=[O:12])[CH:4]=[C:3]([O:2][CH3:1])[CH:8]=1. The yield is 0.620. (4) The reactants are [CH3:1][C:2]([O:5][C@H:6]([CH3:31])[C@@H:7]([C:27]([O:29][CH3:30])=[O:28])[NH:8][C:9]([C:11]1[CH:16]=[CH:15][C:14]([C:17]2[CH:22]=[CH:21][CH:20]=[C:19]([F:23])[CH:18]=2)=[CH:13][C:12]=1[N+:24]([O-])=O)=[O:10])([CH3:4])[CH3:3]. The catalyst is [Pd].C(O)C. The product is [NH2:24][C:12]1[CH:13]=[C:14]([C:17]2[CH:22]=[CH:21][CH:20]=[C:19]([F:23])[CH:18]=2)[CH:15]=[CH:16][C:11]=1[C:9]([NH:8][C@H:7]([C:27]([O:29][CH3:30])=[O:28])[C@@H:6]([CH3:31])[O:5][C:2]([CH3:4])([CH3:1])[CH3:3])=[O:10]. The yield is 0.950. (5) The reactants are [NH2:1][C:2]1[CH:7]=[C:6]([F:8])[CH:5]=[CH:4][C:3]=1[S:9][CH2:10][C:11]1[CH:20]=[CH:19][CH:18]=[CH:17][C:12]=1[C:13]([O:15][CH3:16])=[O:14].[O:21]1[C:25]2[CH:26]=[CH:27][CH:28]=[CH:29][C:24]=2[CH:23]=[C:22]1[S:30](Cl)(=[O:32])=[O:31]. The catalyst is N1C=CC=CC=1. The product is [O:21]1[C:25]2[CH:26]=[CH:27][CH:28]=[CH:29][C:24]=2[CH:23]=[C:22]1[S:30]([NH:1][C:2]1[CH:7]=[C:6]([F:8])[CH:5]=[CH:4][C:3]=1[S:9][CH2:10][C:11]1[CH:20]=[CH:19][CH:18]=[CH:17][C:12]=1[C:13]([O:15][CH3:16])=[O:14])(=[O:32])=[O:31]. The yield is 0.550. (6) The yield is 0.760. The reactants are C[O:2][C:3]([C:5]1([CH2:8][CH2:9][CH2:10][CH2:11][CH2:12][CH2:13][CH2:14][CH2:15][CH2:16][CH2:17][CH2:18][CH2:19][C:20]2([C:23](=[O:28])[NH:24][CH:25]3[CH2:27][CH2:26]3)[CH2:22][CH2:21]2)[CH2:7][CH2:6]1)=[O:4].[OH-].[K+].Cl. The catalyst is CO.O. The product is [CH:25]1([NH:24][C:23]([C:20]2([CH2:19][CH2:18][CH2:17][CH2:16][CH2:15][CH2:14][CH2:13][CH2:12][CH2:11][CH2:10][CH2:9][CH2:8][C:5]3([C:3]([OH:4])=[O:2])[CH2:7][CH2:6]3)[CH2:22][CH2:21]2)=[O:28])[CH2:27][CH2:26]1.